This data is from Reaction yield outcomes from USPTO patents with 853,638 reactions. The task is: Predict the reaction yield, written as a fraction of the theoretical maximum amount of product (1.0 means a 100% yield; for example, 0.34 means a 34% yield). (1) The reactants are [N+:1]([C:4]1[CH:5]=[CH:6][C:7]([OH:11])=[C:8]([CH:10]=1)[NH2:9])([O-:3])=[O:2].[C:12]1([N:18]=[C:19]=[O:20])[CH:17]=[CH:16][CH:15]=[CH:14][CH:13]=1. No catalyst specified. The product is [N+:1]([C:4]1[CH:5]=[CH:6][C:7]([OH:11])=[C:8]([NH:9][C:19]([NH:18][C:12]2[CH:17]=[CH:16][CH:15]=[CH:14][CH:13]=2)=[O:20])[CH:10]=1)([O-:3])=[O:2]. The yield is 0.300. (2) The reactants are [NH2:1][C@@H:2]([CH3:20])[CH2:3][N:4]1[CH:8]=[CH:7][C:6]([C:9]2[CH:16]=[CH:15][C:12]([C:13]#[N:14])=[C:11]([N+:17]([O-:19])=[O:18])[CH:10]=2)=[N:5]1.[C:21]([C:24]1[CH:28]=[C:27]([C:29](O)=[O:30])[NH:26][N:25]=1)(=[O:23])[CH3:22]. No catalyst specified. The product is [C:21]([C:24]1[CH:28]=[C:27]([C:29]([NH:1][C@@H:2]([CH3:20])[CH2:3][N:4]2[CH:8]=[CH:7][C:6]([C:9]3[CH:16]=[CH:15][C:12]([C:13]#[N:14])=[C:11]([N+:17]([O-:19])=[O:18])[CH:10]=3)=[N:5]2)=[O:30])[NH:26][N:25]=1)(=[O:23])[CH3:22]. The yield is 0.490. (3) The reactants are [Cl:1][C:2]1[CH:7]=[CH:6][C:5]([S:8]([NH2:11])(=[O:10])=[O:9])=[CH:4][C:3]=1[N+:12]([O-:14])=[O:13].[CH3:15][O:16][C:17]1[C:18](N)=[CH:19][CH:20]=[CH:21][CH:22]=1.N1C=CC=CC=1. The catalyst is C(Cl)Cl.CCOC(C)=O. The product is [Cl:1][C:2]1[CH:7]=[CH:6][C:5]([S:8]([NH:11][C:22]2[CH:21]=[CH:20][CH:19]=[CH:18][C:17]=2[O:16][CH3:15])(=[O:9])=[O:10])=[CH:4][C:3]=1[N+:12]([O-:14])=[O:13]. The yield is 0.950. (4) The reactants are Cl[C:2]1[N:7]=[N:6][C:5]2[C:8]3[CH:16]=[CH:15][CH:14]=[CH:13][C:9]=3[CH2:10][CH2:11][CH2:12][C:4]=2[CH:3]=1.[NH2:17][NH2:18].O. The catalyst is C(O)C. The product is [NH:17]([C:2]1[N:7]=[N:6][C:5]2[C:8]3[CH:16]=[CH:15][CH:14]=[CH:13][C:9]=3[CH2:10][CH2:11][CH2:12][C:4]=2[CH:3]=1)[NH2:18]. The yield is 0.980. (5) The reactants are [CH3:1][O:2][C:3]1[CH:8]=[CH:7][C:6]([C:9]2[O:13][C:12]([C:14]3[S:15][CH:16]=[CH:17][CH:18]=3)=[N:11][C:10]=2[C:19]([OH:21])=O)=[CH:5][CH:4]=1.O.OC1C2N=N[NH:29]C=2C=CC=1.N.O1CCOCC1.Cl.CN(C)CCCN=C=NCC. The yield is 0.150. The catalyst is C(Cl)Cl.CN(C=O)C.CN(C=O)C.C(Cl)Cl. The product is [CH3:1][O:2][C:3]1[CH:8]=[CH:7][C:6]([C:9]2[O:13][C:12]([C:14]3[S:15][CH:16]=[CH:17][CH:18]=3)=[N:11][C:10]=2[C:19]([NH2:29])=[O:21])=[CH:5][CH:4]=1. (6) The reactants are [CH3:1][C:2]1[N:7]=[CH:6][C:5]([OH:8])=[CH:4][CH:3]=1.C([O-])([O-])=O.[Cs+].[Cs+].Br[CH2:16][CH2:17][CH2:18][CH2:19][S:20][C:21]1[C:30]2[C:25](=[CH:26][C:27]([C:31]([F:34])([F:33])[F:32])=[CH:28][CH:29]=2)[N:24]=[CH:23][CH:22]=1. The catalyst is CN(C=O)C. The product is [CH3:1][C:2]1[N:7]=[CH:6][C:5]([O:8][CH2:16][CH2:17][CH2:18][CH2:19][S:20][C:21]2[C:30]3[C:25](=[CH:26][C:27]([C:31]([F:33])([F:32])[F:34])=[CH:28][CH:29]=3)[N:24]=[CH:23][CH:22]=2)=[CH:4][CH:3]=1. The yield is 0.600. (7) The reactants are [CH3:1][C:2]1[N:6]=[C:5]([N:7]2[CH2:12][CH2:11][CH:10]([NH2:13])[CH2:9][CH2:8]2)[S:4][N:3]=1.Cl[C:15]1[N:20]=[C:19]([C:21]([OH:24])([CH3:23])[CH3:22])[CH:18]=[C:17]([CH2:25][C:26]2[CH:31]=[CH:30][C:29]([Cl:32])=[CH:28][CH:27]=2)[N:16]=1. No catalyst specified. The product is [Cl:32][C:29]1[CH:30]=[CH:31][C:26]([CH2:25][C:17]2[N:16]=[C:15]([NH:13][CH:10]3[CH2:9][CH2:8][N:7]([C:5]4[S:4][N:3]=[C:2]([CH3:1])[N:6]=4)[CH2:12][CH2:11]3)[N:20]=[C:19]([C:21]([OH:24])([CH3:23])[CH3:22])[CH:18]=2)=[CH:27][CH:28]=1. The yield is 0.360.